From a dataset of NCI-60 drug combinations with 297,098 pairs across 59 cell lines. Regression. Given two drug SMILES strings and cell line genomic features, predict the synergy score measuring deviation from expected non-interaction effect. Synergy scores: CSS=28.6, Synergy_ZIP=4.11, Synergy_Bliss=10.5, Synergy_Loewe=4.19, Synergy_HSA=4.38. Drug 1: C1=CC(=CC=C1C#N)C(C2=CC=C(C=C2)C#N)N3C=NC=N3. Cell line: SK-MEL-2. Drug 2: CCN(CC)CCCC(C)NC1=C2C=C(C=CC2=NC3=C1C=CC(=C3)Cl)OC.